Dataset: Forward reaction prediction with 1.9M reactions from USPTO patents (1976-2016). Task: Predict the product of the given reaction. (1) Given the reactants [F:1][C:2]1[C:3]([CH3:16])=[CH:4][C:5]([NH:8][C:9](=[O:15])[O:10][C:11]([CH3:14])([CH3:13])[CH3:12])=[N:6][CH:7]=1.C([Li])CCC.Br[CH2:23][C:24]1[S:25][CH:26]=[C:27]([CH:29]([CH3:31])[CH3:30])[N:28]=1.O, predict the reaction product. The product is: [F:1][C:2]1[C:3]([CH2:16][CH2:23][C:24]2[S:25][CH:26]=[C:27]([CH:29]([CH3:31])[CH3:30])[N:28]=2)=[CH:4][C:5]([NH:8][C:9](=[O:15])[O:10][C:11]([CH3:12])([CH3:13])[CH3:14])=[N:6][CH:7]=1. (2) Given the reactants [Br:1][C:2]1[CH:6]=[C:5](Br)[S:4][C:3]=1[C:8]#[N:9].[CH2:10]([NH2:13])[CH2:11][CH3:12], predict the reaction product. The product is: [Br:1][C:2]1[CH:6]=[C:5]([NH:13][CH2:10][CH2:11][CH3:12])[S:4][C:3]=1[C:8]#[N:9]. (3) Given the reactants [F:1][C:2]1[C:3]([CH2:24][NH:25][CH3:26])=[CH:4][N:5]([S:14]([C:17]2[C:22]([CH3:23])=[CH:21][CH:20]=[CH:19][N:18]=2)(=[O:16])=[O:15])[C:6]=1[C:7]1[C:8]([F:13])=[N:9][CH:10]=[CH:11][CH:12]=1.[C:27]([OH:34])(=[O:33])/[CH:28]=[CH:29]/[C:30]([OH:32])=[O:31], predict the reaction product. The product is: [C:27]([OH:34])(=[O:33])/[CH:28]=[CH:29]/[C:30]([OH:32])=[O:31].[F:1][C:2]1[C:3]([CH2:24][NH:25][CH3:26])=[CH:4][N:5]([S:14]([C:17]2[C:22]([CH3:23])=[CH:21][CH:20]=[CH:19][N:18]=2)(=[O:16])=[O:15])[C:6]=1[C:7]1[C:8]([F:13])=[N:9][CH:10]=[CH:11][CH:12]=1. (4) Given the reactants CN(C)[CH:3]=[C:4]1[CH2:9][CH2:8][CH2:7][CH:6]([C:10]([O:12][CH2:13][CH3:14])=[O:11])[C:5]1=O.[N+]([O-])(O)=O.[N+]([O-])(O)=O.[F:25][C:26]1[CH:27]=[C:28]([NH:38][C:39]([NH2:41])=[NH:40])[CH:29]=[CH:30][C:31]=1[N:32]1[CH:36]=[C:35]([CH3:37])[N:34]=[CH:33]1, predict the reaction product. The product is: [F:25][C:26]1[CH:27]=[C:28]([NH:38][C:39]2[N:41]=[CH:3][C:4]3[CH2:9][CH2:8][CH2:7][CH:6]([C:10]([O:12][CH2:13][CH3:14])=[O:11])[C:5]=3[N:40]=2)[CH:29]=[CH:30][C:31]=1[N:32]1[CH:36]=[C:35]([CH3:37])[N:34]=[CH:33]1. (5) Given the reactants [CH:1]1[C:11](=[C:12]([C:15]#[N:16])[C:13]#[N:14])[CH:10]=[CH:9][C:3](=[C:4]([C:7]#[N:8])[C:5]#N)[CH:2]=1.[CH2:17]([N:21]([CH2:37][CH2:38][CH2:39][CH3:40])[C:22]1[CH:27]=[CH:26][C:25]([CH:28]=[CH:29][C:30]2[S:31]C=[CH:33][CH:34]=2)=[C:24]([O:35][CH3:36])[CH:23]=1)[CH2:18][CH2:19][CH3:20].O.C(OCC)(=O)C, predict the reaction product. The product is: [C:7]([C:4]([C:5]1[S:31][C:30]([CH:29]=[CH:28][C:25]2[CH:26]=[CH:27][C:22]([N:21]([CH2:37][CH2:38][CH2:39][CH3:40])[CH2:17][CH2:18][CH2:19][CH3:20])=[CH:23][C:24]=2[O:35][CH3:36])=[CH:34][CH:33]=1)=[C:3]1[CH:2]=[CH:1][C:11](=[C:12]([C:15]#[N:16])[C:13]#[N:14])[CH:10]=[CH:9]1)#[N:8]. (6) Given the reactants [OH:1][CH2:2][C:3]1([C:15]([O:17][CH3:18])=[O:16])[CH2:7][CH2:6][CH2:5][N:4]1[C:8]([O:10][C:11]([CH3:14])([CH3:13])[CH3:12])=[O:9].CC(OI1(OC(C)=O)(OC(C)=O)OC(=O)C2C=CC=CC1=2)=O, predict the reaction product. The product is: [CH:2]([C:3]1([C:15]([O:17][CH3:18])=[O:16])[CH2:7][CH2:6][CH2:5][N:4]1[C:8]([O:10][C:11]([CH3:13])([CH3:14])[CH3:12])=[O:9])=[O:1].